Task: Predict the reaction yield, written as a fraction of the theoretical maximum amount of product (1.0 means a 100% yield; for example, 0.34 means a 34% yield).. Dataset: Reaction yield outcomes from USPTO patents with 853,638 reactions (1) The catalyst is CO.[Pd]. The yield is 0.900. The product is [NH2:7][CH2:6][CH:5]([OH:10])[CH2:4][CH2:3][C:2]([F:12])([F:11])[F:1]. The reactants are [F:1][C:2]([F:12])([F:11])[CH2:3][CH2:4][CH:5]([OH:10])[CH2:6][N+:7]([O-])=O. (2) The reactants are [OH:1][C:2]1[CH:7]=[CH:6][C:5]([C:8]2[CH:12]=[C:11]([C:13]([NH2:15])=[O:14])[O:10][N:9]=2)=[CH:4][CH:3]=1.C([O-])([O-])=O.[K+].[K+].[C:22]([C:24]1[CH:31]=[CH:30][CH:29]=[CH:28][C:25]=1[CH2:26]Br)#[N:23]. The catalyst is [I-].C([N+](CCCC)(CCCC)CCCC)CCC.CN(C=O)C. The product is [C:22]([C:24]1[CH:31]=[CH:30][CH:29]=[CH:28][C:25]=1[CH2:26][O:1][C:2]1[CH:3]=[CH:4][C:5]([C:8]2[CH:12]=[C:11]([C:13]([NH2:15])=[O:14])[O:10][N:9]=2)=[CH:6][CH:7]=1)#[N:23]. The yield is 0.270. (3) The reactants are [Cl:1][C:2]1[C:9]([OH:10])=[CH:8][CH:7]=[C:6]([Cl:11])[C:3]=1[CH:4]=[O:5].[C:12](=O)([O-])[O-].[K+].[K+].C(=O)([O-])[O-].[Cs+].[Cs+].IC. The catalyst is CN(C)C=O. The product is [Cl:1][C:2]1[C:9]([O:10][CH3:12])=[CH:8][CH:7]=[C:6]([Cl:11])[C:3]=1[CH:4]=[O:5]. The yield is 0.870. (4) The reactants are C(O[C:4](=O)[CH2:5][C:6]1[CH:11]=[CH:10][CH:9]=[C:8]([Cl:12])[N:7]=1)C.[O:14]1CCCC1. No catalyst specified. The product is [Cl:12][C:8]1[N:7]=[C:6]([CH:5]([OH:14])[CH3:4])[CH:11]=[CH:10][CH:9]=1. The yield is 0.540.